The task is: Regression. Given a target protein amino acid sequence and a drug SMILES string, predict the binding affinity score between them. We predict pIC50 (pIC50 = -log10(IC50 in M); higher means more potent). Dataset: bindingdb_ic50.. This data is from Drug-target binding data from BindingDB using IC50 measurements. (1) The small molecule is CN1CC(=O)N2[C@H](Cc3c([nH]c4ccccc34)[C@H]2c2ccc3c(c2)OCO3)C1=O. The target protein sequence is SAAEEETRELQSLAAAVVPSAQTLKITDFSFSDFELSDLETALCTIRMFTDLNLVQNFQMKHEVLCRWILSVKKNYRKNVAYHNWRHAFNTAQCMFAALKAGKIQNKLTDLEILALLIAALSHDLDHRGVNNSYIQRSEHPLAQLYCHSIMEHHHFDQCLMILNSPGNQILSGLSIEEYKTTLKIIKQAILATDLALYIKRRGEFFELIRKNQFNLEDPHQKELFLAMLMTACDLSAITKPWPIQQRIAELVATEFFDQGDRERKELNIEPTDLMNREKKNKIPSMQVGFIDAICLQLYEALTHVSEDCFPLLDGCRKNRQKWQALAEQQEKMLINGESGQAKRN. The pIC50 is 8.9. (2) The drug is CCCCC[C@H](CN(O)C=O)C(=O)N1CCC[C@H]1c1nc2ccccc2o1. The target protein (P9WIJ3) has sequence MAVVPIRIVGDPVLHTATTPVTVAADGSLPADLAQLIATMYDTMDAANGVGLAANQIGCSLRLFVYDCAADRAMTARRRGVVINPVLETSEIPETMPDPDTDDEGCLSVPGESFPTGRAKWARVTGLDADGSPVSIEGTGLFARMLQHETGHLDGFLYLDRLIGRYARNAKRAVKSHGWGVPGLSWLPGEDPDPFGH. The pIC50 is 7.9. (3) The compound is CCC(C)(C)C(=O)O[C@H]1C[C@@H](C)C=C2C=C[C@H](C)[C@H](CC[C@@H]3C[C@@H](O)CC(=O)O3)[C@H]21. The target protein (P04035) has sequence MLSRLFRMHGLFVASHPWEVIVGTVTLTICMMSMNMFTGNNKICGWNYECPKFEEDVLSSDIIILTITRCIAILYIYFQFQNLRQLGSKYILGIAGLFTIFSSFVFSTVVIHFLDKELTGLNEALPFFLLLIDLSRASTLAKFALSSNSQDEVRENIARGMAILGPTFTLDALVECLVIGVGTMSGVRQLEIMCCFGCMSVLANYFVFMTFFPACVSLVLELSRESREGRPIWQLSHFARVLEEEENKPNPVTQRVKMIMSLGLVLVHAHSRWIADPSPQNSTADTSKVSLGLDENVSKRIEPSVSLWQFYLSKMISMDIEQVITLSLALLLAVKYIFFEQTETESTLSLKNPITSPVVTQKKVPDNCCRREPMLVRNNQKCDSVEEETGINRERKVEVIKPLVAETDTPNRATFVVGNSSLLDTSSVLVTQEPEIELPREPRPNEECLQILGNAEKGAKFLSDAEIIQLVNAKHIPAYKLETLMETHERGVSIRRQLLS.... The pIC50 is 7.3.